This data is from Reaction yield outcomes from USPTO patents with 853,638 reactions. The task is: Predict the reaction yield, written as a fraction of the theoretical maximum amount of product (1.0 means a 100% yield; for example, 0.34 means a 34% yield). (1) The reactants are [CH:1]1([NH:6][C:7]2[N:12]3[N:13]=[C:14]([C:16]4[CH:21]=[CH:20][CH:19]=[CH:18][CH:17]=4)[CH:15]=[C:11]3[N:10]=[C:9](SC)[N:8]=2)[CH2:5][CH2:4][CH2:3][CH2:2]1. The catalyst is C(O)C.[Ni]. The product is [CH:1]1([NH:6][C:7]2[N:12]3[N:13]=[C:14]([C:16]4[CH:21]=[CH:20][CH:19]=[CH:18][CH:17]=4)[CH:15]=[C:11]3[N:10]=[CH:9][N:8]=2)[CH2:5][CH2:4][CH2:3][CH2:2]1. The yield is 0.780. (2) The reactants are [H-].[Na+].[F:3][C:4]1[CH:9]=[CH:8][C:7]([CH2:10][N:11]2[CH2:16][CH2:15][O:14][CH2:13][CH2:12]2)=[CH:6][C:5]=1[C:17](=[O:19])[CH3:18].[C:20](=O)([O:24]CC)[O:21][CH2:22][CH3:23]. No catalyst specified. The product is [F:3][C:4]1[CH:9]=[CH:8][C:7]([CH2:10][N:11]2[CH2:12][CH2:13][O:14][CH2:15][CH2:16]2)=[CH:6][C:5]=1[C:17](=[O:19])[CH2:18][C:20]([O:21][CH2:22][CH3:23])=[O:24]. The yield is 0.790. (3) The reactants are [CH3:1][O:2][C:3](=[O:18])[C:4]1[CH:9]=[C:8]([N+:10]([O-:12])=[O:11])[C:7]([C:13]([F:16])([F:15])[F:14])=[CH:6][C:5]=1[NH2:17].[C:19](Cl)(Cl)=[O:20]. The catalyst is C1(C)C=CC=CC=1. The product is [CH3:1][O:2][C:3](=[O:18])[C:4]1[CH:9]=[C:8]([N+:10]([O-:12])=[O:11])[C:7]([C:13]([F:16])([F:15])[F:14])=[CH:6][C:5]=1[N:17]=[C:19]=[O:20]. The yield is 1.00. (4) The reactants are [Br:1][C:2]1[CH:7]=[CH:6][C:5]([OH:8])=[CH:4][N:3]=1.Cl[C:10]([F:15])([F:14])C([O-])=O.[Na+].C(=O)([O-])[O-].[K+].[K+]. The catalyst is CN(C=O)C. The product is [Br:1][C:2]1[CH:7]=[CH:6][C:5]([O:8][CH:10]([F:15])[F:14])=[CH:4][N:3]=1. The yield is 0.580. (5) The reactants are Br[C:2]1[S:6][C:5]([N:7]([CH3:9])[CH3:8])=[N:4][CH:3]=1.[Cl-].[Li+].C([Mg+])(C)C.[Cl-].CC(N(C)C)=O.Cl[C:24]1[CH:25]=[CH:26][C:27]2[N:28]([C:30]([CH2:33][NH:34][C:35](=[O:41])[O:36][C:37]([CH3:40])([CH3:39])[CH3:38])=[N:31][N:32]=2)[N:29]=1. The catalyst is C1COCC1.[Cl-].[Zn+2].[Cl-].C1C=CC(/C=C/C(/C=C/C2C=CC=CC=2)=O)=CC=1.C1C=CC(/C=C/C(/C=C/C2C=CC=CC=2)=O)=CC=1.C1C=CC(/C=C/C(/C=C/C2C=CC=CC=2)=O)=CC=1.[Pd].[Pd].CC(P(C(C)(C)C)[C-]1C=CC=C1)(C)C.C1C=CC([C-]2C(C3C=CC=CC=3)=C(C3C=CC=CC=3)C(C3C=CC=CC=3)=C2C2C=CC=CC=2)=CC=1.[Fe+2]. The product is [CH3:8][N:7]([CH3:9])[C:5]1[S:6][C:2]([C:24]2[CH:25]=[CH:26][C:27]3[N:28]([C:30]([CH2:33][NH:34][C:35](=[O:41])[O:36][C:37]([CH3:39])([CH3:38])[CH3:40])=[N:31][N:32]=3)[N:29]=2)=[CH:3][N:4]=1. The yield is 0.710.